From a dataset of Reaction yield outcomes from USPTO patents with 853,638 reactions. Predict the reaction yield, written as a fraction of the theoretical maximum amount of product (1.0 means a 100% yield; for example, 0.34 means a 34% yield). (1) The reactants are [F:1][C:2]1[CH:3]=[CH:4][C:5]2[S:9][CH:8]=[C:7]([C:10](=[O:29])[CH2:11][CH2:12][N:13]([CH:17]3[CH2:26][C:25]4[C:20](=[CH:21][CH:22]=[CH:23][C:24]=4[O:27][CH3:28])[O:19][CH2:18]3)[CH2:14][CH2:15][CH3:16])[C:6]=2[CH:30]=1.[BH4-].[Na+].CCCCCC.CCOC(C)=O. The catalyst is CO. The product is [F:1][C:2]1[CH:3]=[CH:4][C:5]2[S:9][CH:8]=[C:7]([CH:10]([OH:29])[CH2:11][CH2:12][N:13]([CH:17]3[CH2:26][C:25]4[C:20](=[CH:21][CH:22]=[CH:23][C:24]=4[O:27][CH3:28])[O:19][CH2:18]3)[CH2:14][CH2:15][CH3:16])[C:6]=2[CH:30]=1. The yield is 0.790. (2) The reactants are Br[C:2]1[CH:7]=[CH:6][C:5]([C@H:8]([N:10]2[CH2:15][CH2:14][C@@:13]([C:19]3[CH:24]=[CH:23][C:22]([F:25])=[CH:21][CH:20]=3)([CH2:16][CH2:17][OH:18])[O:12][C:11]2=[O:26])[CH3:9])=[CH:4][CH:3]=1.[F:27][C:28]1[CH:33]=[C:32]([F:34])[CH:31]=[CH:30][C:29]=1B(O)O. The catalyst is O1CCOCC1.C1C=CC([P]([Pd]([P](C2C=CC=CC=2)(C2C=CC=CC=2)C2C=CC=CC=2)([P](C2C=CC=CC=2)(C2C=CC=CC=2)C2C=CC=CC=2)[P](C2C=CC=CC=2)(C2C=CC=CC=2)C2C=CC=CC=2)(C2C=CC=CC=2)C2C=CC=CC=2)=CC=1. The product is [F:27][C:28]1[CH:33]=[C:32]([F:34])[CH:31]=[CH:30][C:29]=1[C:2]1[CH:3]=[CH:4][C:5]([C@H:8]([N:10]2[CH2:15][CH2:14][C@@:13]([C:19]3[CH:20]=[CH:21][C:22]([F:25])=[CH:23][CH:24]=3)([CH2:16][CH2:17][OH:18])[O:12][C:11]2=[O:26])[CH3:9])=[CH:6][CH:7]=1. The yield is 0.420.